This data is from Forward reaction prediction with 1.9M reactions from USPTO patents (1976-2016). The task is: Predict the product of the given reaction. (1) Given the reactants [C:1]([C:3]1[CH:8]=[CH:7][C:6]([C:9]2[CH:10]=[N:11][N:12]([C:15]3[CH:23]=[CH:22][C:18]([C:19]([OH:21])=O)=[CH:17][N:16]=3)[C:13]=2[OH:14])=[C:5]([CH3:24])[C:4]=1[F:25])#[N:2].[CH3:26][N:27]([CH3:33])[C@@H:28]1[CH2:32][CH2:31][NH:30][CH2:29]1, predict the reaction product. The product is: [CH3:26][N:27]([CH3:33])[C@@H:28]1[CH2:32][CH2:31][N:30]([C:19]([C:18]2[CH:22]=[CH:23][C:15]([N:12]3[C:13]([OH:14])=[C:9]([C:6]4[CH:7]=[CH:8][C:3]([C:1]#[N:2])=[C:4]([F:25])[C:5]=4[CH3:24])[CH:10]=[N:11]3)=[N:16][CH:17]=2)=[O:21])[CH2:29]1. (2) Given the reactants [CH3:1][C:2]1[C:11]2[C:6](=[CH:7][C:8]([O:12]COCC[Si](C)(C)C)=[CH:9][CH:10]=2)[O:5][CH:4]([C:21]2[CH:35]=[CH:34][C:24]([O:25][CH2:26][CH2:27][N:28]3[CH2:33][CH2:32][CH2:31][CH2:30][CH2:29]3)=[CH:23][CH:22]=2)[C:3]=1[CH2:36][O:37][CH2:38][CH2:39][Si:40]([CH3:43])([CH3:42])[CH3:41].CCCC[N+](CCCC)(CCCC)CCCC.[F-], predict the reaction product. The product is: [CH3:1][C:2]1[C:11]2[C:6](=[CH:7][C:8]([OH:12])=[CH:9][CH:10]=2)[O:5][CH:4]([C:21]2[CH:35]=[CH:34][C:24]([O:25][CH2:26][CH2:27][N:28]3[CH2:33][CH2:32][CH2:31][CH2:30][CH2:29]3)=[CH:23][CH:22]=2)[C:3]=1[CH2:36][O:37][CH2:38][CH2:39][Si:40]([CH3:41])([CH3:43])[CH3:42]. (3) Given the reactants [NH2:1][CH2:2][C:3]1[CH:8]=[C:7]([N+:9]([O-:11])=[O:10])[C:6]([Cl:12])=[CH:5][C:4]=1[NH2:13].[C:14](Cl)(=[O:19])[C:15]([CH3:18])([CH3:17])[CH3:16], predict the reaction product. The product is: [NH2:13][C:4]1[CH:5]=[C:6]([Cl:12])[C:7]([N+:9]([O-:11])=[O:10])=[CH:8][C:3]=1[CH2:2][NH:1][C:14](=[O:19])[C:15]([CH3:18])([CH3:17])[CH3:16]. (4) Given the reactants [I:1][C:2]1[CH:19]=[CH:18][C:5]([O:6][CH:7]2[CH2:10][N:9](C(OC(C)(C)C)=O)[CH2:8]2)=[CH:4][CH:3]=1.C(O)(C(F)(F)F)=O, predict the reaction product. The product is: [I:1][C:2]1[CH:19]=[CH:18][C:5]([O:6][CH:7]2[CH2:8][NH:9][CH2:10]2)=[CH:4][CH:3]=1. (5) Given the reactants [Br:1][C:2]1[C:3](=[O:18])[N:4]([CH2:10][C:11]2[CH:16]=[CH:15][CH:14]=[C:13]([F:17])[CH:12]=2)[C:5]([CH3:9])=[CH:6][C:7]=1[OH:8].C(N(CC)CC)C.[S:26](O[S:26]([C:29]([F:32])([F:31])[F:30])(=[O:28])=[O:27])([C:29]([F:32])([F:31])[F:30])(=[O:28])=[O:27], predict the reaction product. The product is: [F:30][C:29]([F:32])([F:31])[S:26]([O:8][C:7]1[CH:6]=[C:5]([CH3:9])[N:4]([CH2:10][C:11]2[CH:16]=[CH:15][CH:14]=[C:13]([F:17])[CH:12]=2)[C:3](=[O:18])[C:2]=1[Br:1])(=[O:28])=[O:27].